Dataset: Forward reaction prediction with 1.9M reactions from USPTO patents (1976-2016). Task: Predict the product of the given reaction. (1) The product is: [CH2:11]([C:1]1[CH:6]=[CH:5][CH:4]=[CH:3][C:2]=1[CH2:2][CH:1]([CH3:11])[CH3:6])[CH:4]([CH3:5])[CH3:3]. Given the reactants [C:1]1([CH3:11])[CH:6]=[CH:5][C:4](S(O)(=O)=O)=[CH:3][CH:2]=1, predict the reaction product. (2) Given the reactants N[C:2]1[CH:7]=[C:6]([CH3:8])[C:5]([Br:9])=[C:4]([CH3:10])[N:3]=1.[PH2](O)=[O:12].N([O-])=O.[Na+].[OH-].[Na+], predict the reaction product. The product is: [Br:9][C:5]1[C:6]([CH3:8])=[CH:7][C:2](=[O:12])[NH:3][C:4]=1[CH3:10].